Dataset: Forward reaction prediction with 1.9M reactions from USPTO patents (1976-2016). Task: Predict the product of the given reaction. (1) Given the reactants [CH3:1][S:2][CH2:3][CH2:4][CH2:5][N:6]([CH2:18][C:19]1[CH:38]=[CH:37][C:22]([CH2:23][O:24][C:25]2[CH:30]=[CH:29][C:28]([CH2:31][CH2:32][C:33]([O:35][CH3:36])=[O:34])=[CH:27][CH:26]=2)=[CH:21][CH:20]=1)[C:7]1[S:8][CH:9]=[C:10]([C:12]2[CH:17]=[CH:16][CH:15]=[CH:14][CH:13]=2)[N:11]=1.ClC1C=CC=C(C(OO)=[O:47])C=1, predict the reaction product. The product is: [CH3:1][S:2]([CH2:3][CH2:4][CH2:5][N:6]([CH2:18][C:19]1[CH:20]=[CH:21][C:22]([CH2:23][O:24][C:25]2[CH:26]=[CH:27][C:28]([CH2:31][CH2:32][C:33]([O:35][CH3:36])=[O:34])=[CH:29][CH:30]=2)=[CH:37][CH:38]=1)[C:7]1[S:8][CH:9]=[C:10]([C:12]2[CH:13]=[CH:14][CH:15]=[CH:16][CH:17]=2)[N:11]=1)=[O:47]. (2) Given the reactants CCN([CH:7]([CH3:9])[CH3:8])C(C)C.[C:10]([O:14][C:15]([N:17]1[CH2:21][C@H:20]([F:22])[CH2:19][C@H:18]1[C:23]([OH:25])=O)=[O:16])([CH3:13])([CH3:12])[CH3:11].CN(C(ON1N=[N:41][C:36]2[CH:37]=[CH:38][CH:39]=[N:40][C:35]1=2)=[N+](C)C)C.F[P-](F)(F)(F)(F)F.C(O)(=O)[CH2:51][C:52](CC(O)=O)(C(O)=O)[OH:53], predict the reaction product. The product is: [C:52]([N:40]1[C:39]2[C:38](=[CH:37][CH:9]=[CH:7][CH:8]=2)[C:36]([NH:41][C:23]([C@@H:18]2[CH2:19][C@@H:20]([F:22])[CH2:21][N:17]2[C:15]([O:14][C:10]([CH3:11])([CH3:12])[CH3:13])=[O:16])=[O:25])=[CH:35]1)(=[O:53])[CH3:51]. (3) Given the reactants C(OC(=O)[NH:7][C@@H:8]1[CH2:13][CH2:12][C@H:11]([NH:14][C:15](=[O:39])[CH2:16][NH:17][C:18](=[O:38])[C:19]2[CH:24]=[C:23]([C:25]([F:28])([F:27])[F:26])[CH:22]=[CH:21][C:20]=2[NH:29][C:30]([N:32]2[CH2:37][CH2:36][O:35][CH2:34][CH2:33]2)=[O:31])[C@H:10]([CH2:40][CH2:41][CH3:42])[CH2:9]1)(C)(C)C.ClCCl, predict the reaction product. The product is: [NH2:7][C@@H:8]1[CH2:13][CH2:12][C@H:11]([NH:14][C:15]([CH2:16][NH:17][C:18]([C:19]2[CH:24]=[C:23]([C:25]([F:28])([F:27])[F:26])[CH:22]=[CH:21][C:20]=2[NH:29][C:30]([N:32]2[CH2:37][CH2:36][O:35][CH2:34][CH2:33]2)=[O:31])=[O:38])=[O:39])[C@H:10]([CH2:40][CH2:41][CH3:42])[CH2:9]1. (4) The product is: [CH3:11][O:10][C:6]1[CH:7]=[CH:8][CH:9]=[C:2]2[C:3]=1[CH:4]=[N:12][C:13]([CH3:14])=[N:1]2. Given the reactants [NH2:1][C:2]1[CH:9]=[CH:8][CH:7]=[C:6]([O:10][CH3:11])[C:3]=1[CH:4]=O.[N:12]1C=CC=[CH:14][CH:13]=1.C(OC(=O)C)(=O)C, predict the reaction product. (5) The product is: [CH2:1]([C:8]1[CH:9]=[CH:10][C:11]([C:14](=[O:16])[CH:15]=[CH:21][C:20]2[CH:23]=[C:24]([CH3:27])[C:25]([OH:26])=[C:18]([CH3:17])[CH:19]=2)=[CH:12][CH:13]=1)[CH2:2][CH2:3][CH2:4][CH2:5][CH2:6][CH3:7]. Given the reactants [CH2:1]([C:8]1[CH:13]=[CH:12][C:11]([C:14](=[O:16])[CH3:15])=[CH:10][CH:9]=1)[CH2:2][CH2:3][CH2:4][CH2:5][CH2:6][CH3:7].[CH3:17][C:18]1[CH:19]=[C:20]([CH:23]=[C:24]([CH3:27])[C:25]=1[OH:26])[CH:21]=O, predict the reaction product. (6) Given the reactants [F:1][CH:2]([F:38])[C:3]1[N:7]([C:8]2[N:13]=[C:12]([N:14]3[CH2:19][CH2:18][O:17][CH2:16][CH2:15]3)[N:11]=[C:10]([N:20]3[CH2:23][CH:22]([NH:24][C:25](=[O:31])[O:26][C:27]([CH3:30])([CH3:29])[CH3:28])[CH2:21]3)[N:9]=2)[C:6]2[CH:32]=[CH:33][CH:34]=[C:35]([O:36][CH3:37])[C:5]=2[N:4]=1.[H-].[Na+].[CH3:41]I, predict the reaction product. The product is: [F:38][CH:2]([F:1])[C:3]1[N:7]([C:8]2[N:13]=[C:12]([N:14]3[CH2:19][CH2:18][O:17][CH2:16][CH2:15]3)[N:11]=[C:10]([N:20]3[CH2:21][CH:22]([N:24]([CH3:41])[C:25](=[O:31])[O:26][C:27]([CH3:30])([CH3:29])[CH3:28])[CH2:23]3)[N:9]=2)[C:6]2[CH:32]=[CH:33][CH:34]=[C:35]([O:36][CH3:37])[C:5]=2[N:4]=1. (7) Given the reactants [OH:1][C:2]1[CH:11]=[C:10]2[C:5]([C:6]([O:12][C:13]3[CH:22]=[C:21]4[C:16]([CH:17]=[CH:18][CH:19]=[N:20]4)=[CH:15][CH:14]=3)=[N:7][CH:8]=[N:9]2)=[CH:4][C:3]=1[O:23][CH3:24].C(=O)([O-])[O-].[K+].[K+].O[CH2:32][CH2:33][N:34]1[CH2:39][CH2:38][O:37][CH2:36][CH2:35]1, predict the reaction product. The product is: [CH3:24][O:23][C:3]1[CH:4]=[C:5]2[C:10](=[CH:11][C:2]=1[O:1][CH2:32][CH2:33][N:34]1[CH2:39][CH2:38][O:37][CH2:36][CH2:35]1)[N:9]=[CH:8][N:7]=[C:6]2[O:12][C:13]1[CH:22]=[C:21]2[C:16]([CH:17]=[CH:18][CH:19]=[N:20]2)=[CH:15][CH:14]=1. (8) Given the reactants Br[C:2]1[C:24](=[O:25])[N:23]([CH:26]2[CH2:30][CH2:29][CH2:28][CH2:27]2)[C:5]2[N:6]=[C:7]([NH:10][C:11]3[CH:16]=[CH:15][C:14]([N:17]4[CH2:22]COCC4)=[CH:13][N:12]=3)[N:8]=[CH:9][C:4]=2[C:3]=1[CH3:31].C([Sn](CCCC)(CCCC)[C:37]([O:39][CH2:40][CH3:41])=[CH2:38])CCC.[C:50]1(C)[CH:55]=CC=[CH:52][CH:51]=1, predict the reaction product. The product is: [CH:26]1([N:23]2[C:5]3[N:6]=[C:7]([NH:10][C:11]4[N:12]=[CH:13][C:14]([N:17]5[CH2:22][CH2:52][CH2:51][CH2:50][CH2:55]5)=[CH:15][CH:16]=4)[N:8]=[CH:9][C:4]=3[C:3]([CH3:31])=[C:2]([C:37]([O:39][CH2:40][CH3:41])=[CH2:38])[C:24]2=[O:25])[CH2:30][CH2:29][CH2:28][CH2:27]1. (9) The product is: [Si:1]([O:8][CH:9]1[CH:14]([O:15][Si:16]([C:19]([CH3:20])([CH3:21])[CH3:22])([CH3:17])[CH3:18])[CH:13]([CH2:23][O:24][Si:25]([C:28]([CH3:29])([CH3:30])[CH3:31])([CH3:26])[CH3:27])[O:12][CH:11]([O:32][CH2:33][C:34]2[O:35][C:36](=[O:60])[O:37][C:38]=2[CH2:39][N:40]([C:41]2[CH:46]=[CH:45][CH:44]=[C:43]([C:47]3[O:51][N:50]=[C:49]([C:52]4[C:53]([Cl:59])=[CH:54][CH:55]=[CH:56][C:57]=4[Cl:58])[CH:48]=3)[CH:42]=2)[C:72](=[O:73])[CH:71]([Cl:75])[Cl:70])[CH2:10]1)([C:4]([CH3:6])([CH3:7])[CH3:5])([CH3:2])[CH3:3]. Given the reactants [Si:1]([O:8][CH:9]1[CH:14]([O:15][Si:16]([C:19]([CH3:22])([CH3:21])[CH3:20])([CH3:18])[CH3:17])[CH:13]([CH2:23][O:24][Si:25]([C:28]([CH3:31])([CH3:30])[CH3:29])([CH3:27])[CH3:26])[O:12][CH:11]([O:32][CH2:33][C:34]2[O:35][C:36](=[O:60])[O:37][C:38]=2[CH2:39][NH:40][C:41]2[CH:46]=[CH:45][CH:44]=[C:43]([C:47]3[O:51][N:50]=[C:49]([C:52]4[C:57]([Cl:58])=[CH:56][CH:55]=[CH:54][C:53]=4[Cl:59])[CH:48]=3)[CH:42]=2)[CH2:10]1)([C:4]([CH3:7])([CH3:6])[CH3:5])([CH3:3])[CH3:2].C(N(C(C)C)CC)(C)C.[Cl:70][CH:71]([Cl:75])[C:72](Cl)=[O:73], predict the reaction product. (10) The product is: [CH3:3][N:2]([CH:4]=[C:5]1[N:9]([CH2:25][C:24]2[CH:27]=[CH:28][C:21]([O:20][CH3:19])=[CH:22][CH:23]=2)[C:8](=[O:10])[N:7]([CH:11]([CH3:12])[CH3:13])[C:6]1=[O:14])[CH3:1]. Given the reactants [CH3:1][N:2]([CH:4]=[C:5]1[NH:9][C:8](=[O:10])[N:7]([CH:11]([CH3:13])[CH3:12])[C:6]1=[O:14])[CH3:3].[H-].[Na+].[H][H].[CH3:19][O:20][C:21]1[CH:28]=[CH:27][C:24]([CH2:25]Cl)=[CH:23][CH:22]=1, predict the reaction product.